This data is from Reaction yield outcomes from USPTO patents with 853,638 reactions. The task is: Predict the reaction yield, written as a fraction of the theoretical maximum amount of product (1.0 means a 100% yield; for example, 0.34 means a 34% yield). (1) The reactants are [CH2:1]([O:3][C:4]([C:6]1[CH:7]=[N:8][C:9]2[C:14]([C:15]=1Cl)=[CH:13][CH:12]=[CH:11][C:10]=2[O:17][CH3:18])=[O:5])[CH3:2].[NH2:19][CH2:20][CH2:21][CH3:22]. No catalyst specified. The product is [CH2:1]([O:3][C:4]([C:6]1[CH:7]=[N:8][C:9]2[C:14]([C:15]=1[NH:19][CH2:20][CH2:21][CH3:22])=[CH:13][CH:12]=[CH:11][C:10]=2[O:17][CH3:18])=[O:5])[CH3:2]. The yield is 1.00. (2) The reactants are Cl[C:2]1[N:3]=[C:4]([CH2:11][C:12]([NH2:14])=[O:13])[C:5]2[CH:10]=[CH:9][S:8][C:6]=2[N:7]=1.[CH3:15][N:16]1[CH2:21][CH2:20][NH:19][CH2:18][CH2:17]1. The catalyst is CN(C=O)C.[Cl-].[Na+].O. The product is [CH3:15][N:16]1[CH2:21][CH2:20][N:19]([C:2]2[N:3]=[C:4]([CH2:11][C:12]([NH2:14])=[O:13])[C:5]3[CH:10]=[CH:9][S:8][C:6]=3[N:7]=2)[CH2:18][CH2:17]1. The yield is 0.880. (3) The reactants are [Cl:1][C:2]1[C:3]([O:16][CH3:17])=[C:4]([NH:8][C:9](=[O:15])/[CH:10]=[CH:11]/OCC)[CH:5]=[CH:6][CH:7]=1. The catalyst is OS(O)(=O)=O. The product is [Cl:1][C:2]1[C:3]([O:16][CH3:17])=[C:4]2[C:5]([CH:11]=[CH:10][C:9]([OH:15])=[N:8]2)=[CH:6][CH:7]=1. The yield is 0.930. (4) The reactants are F[C:2]1[CH:3]=[C:4]([CH:7]=[C:8]([N:10]2[CH2:16][CH2:15][CH2:14][C:13]3[N:17]=[C:18]([C:20]4[CH:25]=[CH:24][CH:23]=[CH:22][N:21]=4)[O:19][C:12]=3[CH2:11]2)[CH:9]=1)[C:5]#[N:6].BrC1C=C(C=C([C:35]([F:38])([F:37])[F:36])C=1)C#N. No catalyst specified. The product is [F:36][C:35]([F:38])([F:37])[C:2]1[CH:3]=[C:4]([CH:7]=[C:8]([N:10]2[CH2:16][CH2:15][CH2:14][C:13]3[N:17]=[C:18]([C:20]4[CH:25]=[CH:24][CH:23]=[CH:22][N:21]=4)[O:19][C:12]=3[CH2:11]2)[CH:9]=1)[C:5]#[N:6]. The yield is 0.360. (5) The reactants are Cl[C:2]1[S:3][C:4]([C:8]2[CH:13]=[CH:12][N:11]=[C:10]([C:14]([CH3:20])([CH3:19])[C:15]([F:18])([F:17])[F:16])[CH:9]=2)=[C:5]([CH3:7])[N:6]=1.C([Sn](CCCC)(CCCC)[C:26]([O:28]CC)=[CH2:27])CCC.[F-].[K+].Cl.[OH-].[Na+]. The catalyst is O1CCOCC1.CCOC(C)=O.C1COCC1.Cl[Pd](Cl)([P](C1C=CC=CC=1)(C1C=CC=CC=1)C1C=CC=CC=1)[P](C1C=CC=CC=1)(C1C=CC=CC=1)C1C=CC=CC=1. The product is [CH3:7][C:5]1[N:6]=[C:2]([C:26](=[O:28])[CH3:27])[S:3][C:4]=1[C:8]1[CH:13]=[CH:12][N:11]=[C:10]([C:14]([CH3:20])([CH3:19])[C:15]([F:18])([F:17])[F:16])[CH:9]=1. The yield is 0.490.